Dataset: Forward reaction prediction with 1.9M reactions from USPTO patents (1976-2016). Task: Predict the product of the given reaction. Given the reactants [CH3:1][C:2]1[CH:7]=[CH:6][N:5]=[C:4]([NH2:8])[C:3]=1[N+:9]([O-])=O, predict the reaction product. The product is: [CH3:1][C:2]1[CH:7]=[CH:6][N:5]=[C:4]([NH2:8])[C:3]=1[NH2:9].